Dataset: Forward reaction prediction with 1.9M reactions from USPTO patents (1976-2016). Task: Predict the product of the given reaction. Given the reactants [CH3:1][O:2][C:3](=[O:8])/[CH:4]=[C:5](/[O-:7])\[CH3:6].[Na+].[I-].[K+].Br[CH2:13]/[CH:14]=[CH:15]/[C:16]1[CH:21]=[CH:20][CH:19]=[CH:18][CH:17]=1, predict the reaction product. The product is: [C:5]([CH:4]([CH2:13]/[CH:14]=[CH:15]/[C:16]1[CH:21]=[CH:20][CH:19]=[CH:18][CH:17]=1)[C:3]([O:2][CH3:1])=[O:8])(=[O:7])[CH3:6].